Predict the reaction yield, written as a fraction of the theoretical maximum amount of product (1.0 means a 100% yield; for example, 0.34 means a 34% yield). From a dataset of Reaction yield outcomes from USPTO patents with 853,638 reactions. (1) The reactants are [CH3:1][CH:2]([C@H:4]1[CH:8]2[CH:9]3[C@@:22]([CH3:25])([CH2:23][CH2:24][C@@:7]2([C:31]([OH:33])=[O:32])[CH2:6][CH2:5]1)[C@@:21]1([CH3:26])[CH:12]([C@:13]2([CH3:30])[CH:18]([CH2:19][CH2:20]1)[C:17]([CH3:28])([CH3:27])[C@@H:16]([OH:29])[CH2:15][CH2:14]2)[CH2:11][CH2:10]3)[CH3:3].C(Cl)(Cl)Cl.[CH3:38][OH:39]. No catalyst specified. The product is [CH3:3][CH:2]([C@H:4]1[C@@H:8]2[C@@H:9]3[C@@:22]([CH3:25])([CH2:23][CH2:24][C@@:7]2([C:31]([OH:33])=[O:32])[CH2:6][CH2:5]1)[C@@:21]1([CH3:26])[C@@H:12]([C@:13]2([CH3:30])[C@@H:18]([CH2:19][CH2:20]1)[C:17]([CH3:28])([CH3:27])[C@@H:16]([O:29][C:38]([CH2:6][C:7]([C:31]([OH:33])=[O:32])([CH3:24])[CH3:8])=[O:39])[CH2:15][CH2:14]2)[CH2:11][CH2:10]3)[CH3:1]. The yield is 0.245. (2) The reactants are [O:1]1[C:6]2[CH:7]=[CH:8][C:9]([C:11]3[C:16](F)=[CH:15][CH:14]=[C:13]([C:18]([F:21])([F:20])[F:19])[C:12]=3[C:22](=[O:27])[C:23]([O:25][CH3:26])=[O:24])=[CH:10][C:5]=2[CH2:4][CH2:3][CH2:2]1.[Cl:28][C:29]1[CH:30]=[N:31][NH:32][CH:33]=1.[H-].[Na+].S(OC)(OC)(=O)=O. The catalyst is CC(N(C)C)=O.O. The product is [Cl:28][C:29]1[CH:30]=[N:31][N:32]([C:16]2[C:11]([C:9]3[CH:8]=[CH:7][C:6]4[O:1][CH2:2][CH2:3][CH2:4][C:5]=4[CH:10]=3)=[C:12]([C:22](=[O:27])[C:23]([O:25][CH3:26])=[O:24])[C:13]([C:18]([F:19])([F:21])[F:20])=[CH:14][CH:15]=2)[CH:33]=1. The yield is 0.530. (3) The reactants are [F:1][C:2]1[CH:3]=[C:4]([NH:15][C:16]([C@H:18]2[C:27]3[C:22](=[CH:23][C:24]([O:28][CH3:29])=[CH:25][CH:26]=3)[CH2:21][CH2:20][N:19]2C(OC(C)(C)C)=O)=[O:17])[CH:5]=[C:6]([F:14])[C:7]=1[C:8]([CH3:13])([CH3:12])[CH2:9][O:10][CH3:11].[ClH:37].C(OCC)(=O)C. The catalyst is C(OCC)(=O)C. The product is [ClH:37].[F:1][C:2]1[CH:3]=[C:4]([NH:15][C:16]([C@H:18]2[C:27]3[C:22](=[CH:23][C:24]([O:28][CH3:29])=[CH:25][CH:26]=3)[CH2:21][CH2:20][NH:19]2)=[O:17])[CH:5]=[C:6]([F:14])[C:7]=1[C:8]([CH3:12])([CH3:13])[CH2:9][O:10][CH3:11]. The yield is 1.00. (4) The reactants are [CH3:1][O:2][C:3]([C:5]1[N:6]=[C:7]2[C:12]([C:13]([F:16])([F:15])[F:14])=[CH:11][C:10](Br)=[CH:9][N:8]2[C:18]=1[Cl:19])=[O:4].[C:20]1(B(O)O)[CH2:24][CH2:23][CH2:22][CH:21]=1.C([O-])(O)=O.[Na+]. The catalyst is C1C=CC([P]([Pd]([P](C2C=CC=CC=2)(C2C=CC=CC=2)C2C=CC=CC=2)([P](C2C=CC=CC=2)(C2C=CC=CC=2)C2C=CC=CC=2)[P](C2C=CC=CC=2)(C2C=CC=CC=2)C2C=CC=CC=2)(C2C=CC=CC=2)C2C=CC=CC=2)=CC=1.CN(C=O)C. The product is [CH3:1][O:2][C:3]([C:5]1[N:6]=[C:7]2[C:12]([C:13]([F:16])([F:15])[F:14])=[CH:11][C:10]([C:20]3[CH2:24][CH2:23][CH2:22][CH:21]=3)=[CH:9][N:8]2[C:18]=1[Cl:19])=[O:4]. The yield is 0.310. (5) The reactants are C([O:8][C:9]1[CH:10]=[CH:11][N:12]2[C:16]([CH:17]=1)=[C:15]([C:18](=[O:23])[C:19]([CH3:22])([CH3:21])[CH3:20])[C:14]([CH2:24][C:25]([CH3:32])([CH3:31])[C:26]([O:28][CH2:29][CH3:30])=[O:27])=[C:13]2[C:33]([C:35]1[CH:40]=[CH:39][C:38]([Cl:41])=[CH:37][CH:36]=1)=[O:34])C1C=CC=CC=1. The catalyst is CCO.[Pd]. The product is [Cl:41][C:38]1[CH:37]=[CH:36][C:35]([C:33]([C:13]2[N:12]3[C:16]([CH:17]=[C:9]([OH:8])[CH:10]=[CH:11]3)=[C:15]([C:18](=[O:23])[C:19]([CH3:21])([CH3:22])[CH3:20])[C:14]=2[CH2:24][C:25]([CH3:31])([CH3:32])[C:26]([O:28][CH2:29][CH3:30])=[O:27])=[O:34])=[CH:40][CH:39]=1. The yield is 0.850.